Regression. Given a peptide amino acid sequence and an MHC pseudo amino acid sequence, predict their binding affinity value. This is MHC class II binding data. From a dataset of Peptide-MHC class II binding affinity with 134,281 pairs from IEDB. The peptide sequence is AKAIITPVVFYRSGT. The MHC is DRB1_0401 with pseudo-sequence DRB1_0401. The binding affinity (normalized) is 0.411.